This data is from Catalyst prediction with 721,799 reactions and 888 catalyst types from USPTO. The task is: Predict which catalyst facilitates the given reaction. (1) Reactant: [O:1]=[C:2]1[C:10]2([CH2:15][CH2:14][CH2:13][CH2:12][CH2:11]2)[C:9]2[C:4](=[CH:5][CH:6]=[C:7]([C:16]3[CH:17]=[C:18]([CH:21]=[C:22]([F:24])[CH:23]=3)[C:19]#[N:20])[CH:8]=2)[NH:3]1.C([O-])(=O)C.[K+].[Br:30]Br. The catalyst class is: 15. Product: [Br:30][C:5]1[CH:6]=[C:7]([C:16]2[CH:17]=[C:18]([CH:21]=[C:22]([F:24])[CH:23]=2)[C:19]#[N:20])[CH:8]=[C:9]2[C:4]=1[NH:3][C:2](=[O:1])[C:10]12[CH2:11][CH2:12][CH2:13][CH2:14][CH2:15]1. (2) Reactant: C([O-])(=O)CC(CC([O-])=O)(C([O-])=O)O.C([N:21]1[CH2:26][CH2:25][C:24]([C:45]2[CH:50]=[CH:49][C:48]([Cl:51])=[CH:47][CH:46]=2)([CH2:27][NH:28][C:29]([C:31]2[C:40]3[C:35](=[CH:36][CH:37]=[CH:38][CH:39]=3)[CH:34]=[C:33]([C:41]#[N:42])[C:32]=2[O:43][CH3:44])=[O:30])[CH2:23][CH2:22]1)(OC(C)(C)C)=O. Product: [Cl:51][C:48]1[CH:47]=[CH:46][C:45]([C:24]2([CH2:27][NH:28][C:29]([C:31]3[C:40]4[C:35](=[CH:36][CH:37]=[CH:38][CH:39]=4)[CH:34]=[C:33]([C:41]#[N:42])[C:32]=3[O:43][CH3:44])=[O:30])[CH2:25][CH2:26][NH:21][CH2:22][CH2:23]2)=[CH:50][CH:49]=1. The catalyst class is: 28. (3) Reactant: [CH2:1](Br)[CH:2]1[O:6][CH2:5][CH2:4][CH2:3]1.[NH:8]1[CH2:13][CH2:12][O:11][CH2:10][CH2:9]1.[I-].[Na+].O1CCCC1. Product: [CH2:1]([N:8]1[CH2:13][CH2:12][O:11][CH2:10][CH2:9]1)[CH:2]1[O:6][CH2:5][CH2:4][CH2:3]1. The catalyst class is: 27. (4) Reactant: [CH2:1]([N:8]1[CH:12]=[C:11](B(O)O)[CH:10]=[N:9]1)[C:2]1[CH:7]=[CH:6][CH:5]=[CH:4][CH:3]=1.Br[C:17]1[CH:18]=[C:19]([CH:21]=[CH:22][CH:23]=1)[NH2:20].C([O-])([O-])=O.[Na+].[Na+]. Product: [CH2:1]([N:8]1[CH:12]=[C:11]([C:17]2[CH:18]=[C:19]([NH2:20])[CH:21]=[CH:22][CH:23]=2)[CH:10]=[N:9]1)[C:2]1[CH:7]=[CH:6][CH:5]=[CH:4][CH:3]=1. The catalyst class is: 104. (5) Reactant: [Cu](C#N)C#N.[C:6]([Mg]Cl)([CH3:9])([CH3:8])[CH3:7].[CH2:12]([O:19][C:20]1[CH:21]=[CH:22][C:23](Br)=[N:24][CH:25]=1)[C:13]1[CH:18]=[CH:17][CH:16]=[CH:15][CH:14]=1. Product: [CH2:12]([O:19][C:20]1[CH:21]=[CH:22][C:23]([C:6]([CH3:9])([CH3:8])[CH3:7])=[N:24][CH:25]=1)[C:13]1[CH:18]=[CH:17][CH:16]=[CH:15][CH:14]=1. The catalyst class is: 1.